From a dataset of Kir2.1 potassium channel HTS with 301,493 compounds. Binary Classification. Given a drug SMILES string, predict its activity (active/inactive) in a high-throughput screening assay against a specified biological target. (1) The drug is O(CC(=O)c1ccc(OC)cc1)C(=O)CNC(=O)c1cc(OC)cc(OC)c1. The result is 0 (inactive). (2) The drug is O=C(N1CCc2c1cccc2)Cn1nc2CCC(Cc2c1)C. The result is 0 (inactive). (3) The drug is O(CC(=O)Nc1ccc(cc1)C)CC(=O)Nc1ccc(cc1)C. The result is 0 (inactive). (4) The molecule is O1CC(N(CC1)Cc1c([nH]nc1)c1cc2OCOc2cc1)CC(OCC)=O. The result is 0 (inactive). (5) The compound is O(C(=O)C(=O)NC(CCc1ccccc1)C)CC. The result is 0 (inactive). (6) The molecule is O=C1N(C(=O)C2C1C(NC2c1ccc(OC)cc1)(C)C(OC)=O)c1ccccc1. The result is 0 (inactive). (7) The molecule is S(=O)(=O)(N1CCCC1)c1cc2c(n(CCC(=O)NC(c3ccccc3)C)cc2)cc1. The result is 0 (inactive).